This data is from Forward reaction prediction with 1.9M reactions from USPTO patents (1976-2016). The task is: Predict the product of the given reaction. (1) Given the reactants [NH2:1][CH2:2][CH:3]([NH:14][C:15](=[O:21])[O:16][C:17]([CH3:20])([CH3:19])[CH3:18])[C:4]1[CH:9]=[CH:8][CH:7]=[C:6]([C:10]([F:13])([F:12])[F:11])[CH:5]=1.C(N(CC)C(C)C)(C)C.[C:31](Cl)(=[O:33])[CH3:32], predict the reaction product. The product is: [C:31]([NH:1][CH2:2][CH:3]([NH:14][C:15](=[O:21])[O:16][C:17]([CH3:18])([CH3:20])[CH3:19])[C:4]1[CH:9]=[CH:8][CH:7]=[C:6]([C:10]([F:13])([F:12])[F:11])[CH:5]=1)(=[O:33])[CH3:32]. (2) Given the reactants [O:1]([C:8]1[CH:9]=[C:10]([CH:14]=[CH:15][CH:16]=1)[C:11]([OH:13])=O)[C:2]1[CH:7]=[CH:6][CH:5]=[CH:4][CH:3]=1.Cl.[Cl:18][C:19]1[CH:20]=[C:21]2[C:25](=[CH:26][CH:27]=1)[NH:24][CH:23]=[C:22]2[CH2:28][CH2:29][NH2:30].CN(C(ON1N=NC2C=CC=NC1=2)=[N+](C)C)C.F[P-](F)(F)(F)(F)F, predict the reaction product. The product is: [Cl:18][C:19]1[CH:20]=[C:21]2[C:25](=[CH:26][CH:27]=1)[NH:24][CH:23]=[C:22]2[CH2:28][CH2:29][NH:30][C:11](=[O:13])[C:10]1[CH:14]=[CH:15][CH:16]=[C:8]([O:1][C:2]2[CH:3]=[CH:4][CH:5]=[CH:6][CH:7]=2)[CH:9]=1. (3) Given the reactants [NH:1]1[C:7]2[CH:8]=[C:9]([NH2:12])[CH:10]=[CH:11][C:6]=2[CH2:5][CH2:4][CH2:3][CH2:2]1.C([O:15][CH:16]=[CH:17][C:18](Cl)=O)C, predict the reaction product. The product is: [NH:12]1[C:9]2[C:10](=[CH:11][C:6]3[CH2:5][CH2:4][CH2:3][CH2:2][NH:1][C:7]=3[CH:8]=2)[CH:18]=[CH:17][C:16]1=[O:15]. (4) Given the reactants [Cl:1][C:2]1[C:3]([O:30][CH3:31])=[CH:4][C:5]([O:28][CH3:29])=[C:6]([NH:8][C:9]([CH2:11][N:12]2[C:21]3[C:16](=[CH:17][CH:18]=[CH:19][CH:20]=3)[C:15](=[O:22])[N:14]([CH2:23][C:24]([OH:26])=O)[C:13]2=[O:27])=[O:10])[CH:7]=1.CN(C(ON1N=NC2C=CC=NC1=2)=[N+](C)C)C.F[P-](F)(F)(F)(F)F.[C:56]([O:60][C:61](=[O:68])[NH:62][C@@H:63]1[CH2:67][CH2:66][NH:65][CH2:64]1)([CH3:59])([CH3:58])[CH3:57].CCN(C(C)C)C(C)C, predict the reaction product. The product is: [C:56]([O:60][C:61](=[O:68])[NH:62][C@@H:63]1[CH2:67][CH2:66][N:65]([C:24](=[O:26])[CH2:23][N:14]2[C:15](=[O:22])[C:16]3[C:21](=[CH:20][CH:19]=[CH:18][CH:17]=3)[N:12]([CH2:11][C:9](=[O:10])[NH:8][C:6]3[CH:7]=[C:2]([Cl:1])[C:3]([O:30][CH3:31])=[CH:4][C:5]=3[O:28][CH3:29])[C:13]2=[O:27])[CH2:64]1)([CH3:59])([CH3:57])[CH3:58]. (5) Given the reactants CON(C)[C:4](=[O:10])[CH2:5][CH2:6][CH2:7][CH2:8][CH3:9].[CH2:12]([Mg]Cl)[C:13]1[CH:18]=[CH:17][CH:16]=[CH:15][CH:14]=1, predict the reaction product. The product is: [C:13]1([CH2:12][C:4](=[O:10])[CH2:5][CH2:6][CH2:7][CH2:8][CH3:9])[CH:18]=[CH:17][CH:16]=[CH:15][CH:14]=1. (6) Given the reactants C(N(CC)CC)C.[CH:8]([C:10]1[C:18]2[C:13](=[CH:14][CH:15]=[CH:16][CH:17]=2)[N:12](C(OC(C)(C)C)=O)[CH:11]=1)=[O:9].[CH3:26][O:27][C:28]1[CH:29]=[C:30]([CH:43]=[CH:44][CH:45]=1)[N:31]=[CH:32][C:33]1[CH:34]=[N:35][C:36]([C:39]([F:42])([F:41])[F:40])=[CH:37][CH:38]=1, predict the reaction product. The product is: [NH:12]1[C:13]2[C:18](=[CH:17][CH:16]=[CH:15][CH:14]=2)[C:10]([C:8](=[O:9])[CH:32]([NH:31][C:30]2[CH:43]=[CH:44][CH:45]=[C:28]([O:27][CH3:26])[CH:29]=2)[C:33]2[CH:34]=[N:35][C:36]([C:39]([F:40])([F:41])[F:42])=[CH:37][CH:38]=2)=[CH:11]1. (7) Given the reactants [Cl:1][C:2]1[CH:3]=[C:4]([CH:8]=[CH:9][C:10]=1[C:11](=[O:26])[NH:12][C:13]1[CH:18]=[CH:17][C:16]([Cl:19])=[C:15]([C:20]2[CH:25]=[CH:24][CH:23]=[CH:22][N:21]=2)[CH:14]=1)[C:5]([OH:7])=O.[NH:27]1[CH2:32][CH2:31][CH2:30][N:29]=[CH:28]1, predict the reaction product. The product is: [Cl:1][C:2]1[CH:3]=[C:4]([C:5]([N:29]2[CH2:30][CH2:31][CH2:32][N:27]=[CH:28]2)=[O:7])[CH:8]=[CH:9][C:10]=1[C:11]([NH:12][C:13]1[CH:18]=[CH:17][C:16]([Cl:19])=[C:15]([C:20]2[CH:25]=[CH:24][CH:23]=[CH:22][N:21]=2)[CH:14]=1)=[O:26]. (8) Given the reactants [F:1][C:2]1[CH:7]=[CH:6][C:5]([C:8]2[C:25]([C:26](=[O:29])[NH:27][CH3:28])=[C:11]3[CH:12]=[C:13]([C:16]4[CH:17]=[C:18]([CH:22]=[CH:23][CH:24]=4)[C:19](O)=[O:20])[CH:14]=[CH:15][N:10]3[N:9]=2)=[CH:4][CH:3]=1.Cl.[C:31]1([C:37]2([NH2:41])[CH2:40][CH2:39][CH2:38]2)[CH:36]=[CH:35][CH:34]=[CH:33][CH:32]=1, predict the reaction product. The product is: [F:1][C:2]1[CH:7]=[CH:6][C:5]([C:8]2[C:25]([C:26]([NH:27][CH3:28])=[O:29])=[C:11]3[CH:12]=[C:13]([C:16]4[CH:24]=[CH:23][CH:22]=[C:18]([C:19](=[O:20])[NH:41][C:37]5([C:31]6[CH:36]=[CH:35][CH:34]=[CH:33][CH:32]=6)[CH2:38][CH2:39][CH2:40]5)[CH:17]=4)[CH:14]=[CH:15][N:10]3[N:9]=2)=[CH:4][CH:3]=1. (9) Given the reactants [Cl:1][C:2]1[CH:7]=[CH:6][C:5]([C:8]2[N:12]([CH:13]3[CH2:15][CH2:14]3)[C:11](=[O:16])[N:10]([CH2:17][CH2:18][C:19]([O:21]CC)=[O:20])[N:9]=2)=[CH:4][CH:3]=1.[OH-].[K+], predict the reaction product. The product is: [Cl:1][C:2]1[CH:7]=[CH:6][C:5]([C:8]2[N:12]([CH:13]3[CH2:15][CH2:14]3)[C:11](=[O:16])[N:10]([CH2:17][CH2:18][C:19]([OH:21])=[O:20])[N:9]=2)=[CH:4][CH:3]=1. (10) Given the reactants CS([O:5][CH2:6][C:7]1[CH:12]=[CH:11][C:10]([CH2:13][NH:14][C:15](=[O:30])[CH2:16][CH2:17][C:18]2[CH:23]=[CH:22][C:21]([O:24][CH2:25][C:26]#[CH:27])=[C:20]([O:28][CH3:29])[CH:19]=2)=[CH:9][CH:8]=1)(=O)=O.[Na].CO.O1CCC[CH2:35]1, predict the reaction product. The product is: [CH3:35][O:5][CH2:6][C:7]1[CH:12]=[CH:11][C:10]([CH2:13][NH:14][C:15](=[O:30])[CH2:16][CH2:17][C:18]2[CH:23]=[CH:22][C:21]([O:24][CH2:25][C:26]#[CH:27])=[C:20]([O:28][CH3:29])[CH:19]=2)=[CH:9][CH:8]=1.